From a dataset of M1 muscarinic receptor agonist screen with 61,833 compounds. Binary Classification. Given a drug SMILES string, predict its activity (active/inactive) in a high-throughput screening assay against a specified biological target. (1) The compound is s1c(C(=O)n2nc(nc2SC)c2occc2)ccc1. The result is 0 (inactive). (2) The compound is S(CC(=O)c1c(n(c(c1)C)c1ccc(cc1)C(OC)=O)C)c1n(CC)c(nn1)c1cccnc1. The result is 1 (active). (3) The result is 1 (active). The molecule is S(=O)(=O)(N1CCC(CC1)C(=O)N1CC(N(CC1)c1cc(ccc1)C)C)c1c2nsnc2ccc1.